Dataset: Catalyst prediction with 721,799 reactions and 888 catalyst types from USPTO. Task: Predict which catalyst facilitates the given reaction. (1) Reactant: [Br:1][C:2]1[CH:7]=[CH:6][C:5]([CH:8]2[NH:13][C:12](=[O:14])[CH2:11][CH2:10][C:9]2=O)=[CH:4][CH:3]=1.C(O)C.Cl.[NH2:20][OH:21].C([O-])(=O)C.[Na+]. Product: [Br:1][C:2]1[CH:7]=[CH:6][C:5]([CH:8]2[NH:13][C:12](=[O:14])[CH2:11][CH2:10][C:9]2=[N:20][OH:21])=[CH:4][CH:3]=1. The catalyst class is: 6. (2) Reactant: CC1C=CC(S(O[CH2:12][C@H:13]2[CH:22]=[CH:21][C:20]3[C:15](=[C:16]([C:24]4[CH:29]=[CH:28][CH:27]=[CH:26][C:25]=4[Cl:30])[CH:17]=[C:18]([F:23])[CH:19]=3)[O:14]2)(=O)=O)=CC=1.[N-:31]=[N+:32]=[N-:33].[Na+]. Product: [N:31]([CH2:12][C@H:13]1[CH2:22][CH2:21][C:20]2[C:15](=[C:16]([C:24]3[CH:29]=[CH:28][CH:27]=[CH:26][C:25]=3[Cl:30])[CH:17]=[C:18]([F:23])[CH:19]=2)[O:14]1)=[N+:32]=[N-:33]. The catalyst class is: 3. (3) Reactant: [CH3:1][N:2]([CH3:16])[S:3]([C:6]1[CH:7]=[C:8]([CH:11]=[CH:12][C:13]=1[O:14][CH3:15])[CH2:9]O)(=[O:5])=[O:4].S(Cl)([Cl:19])=O. Product: [CH3:1][N:2]([CH3:16])[S:3]([C:6]1[CH:7]=[C:8]([CH:11]=[CH:12][C:13]=1[O:14][CH3:15])[CH2:9][Cl:19])(=[O:5])=[O:4]. The catalyst class is: 2. (4) Reactant: [NH2:1][C:2]1[C:7]([NH2:8])=[CH:6][CH:5]=[CH:4][N:3]=1.Cl[CH2:10][C:11]([CH2:13][C:14](=O)[CH3:15])=[O:12]. Product: [NH2:8][C:7]1[C:2]2[N:3]([C:13]([C:11](=[O:12])[CH3:10])=[C:14]([CH3:15])[N:1]=2)[CH:4]=[CH:5][CH:6]=1. The catalyst class is: 8. (5) Reactant: Cl.[CH3:2][O:3][C:4](=[O:9])[C:5]([NH2:8])([CH3:7])[CH3:6].[F:10][C:11]([F:23])([F:22])[C:12]1[CH:17]=[CH:16][CH:15]=[CH:14][C:13]=1[S:18](Cl)(=[O:20])=[O:19].C(N(CC)CC)C.O. Product: [CH3:2][O:3][C:4](=[O:9])[C:5]([CH3:7])([NH:8][S:18]([C:13]1[CH:14]=[CH:15][CH:16]=[CH:17][C:12]=1[C:11]([F:10])([F:22])[F:23])(=[O:20])=[O:19])[CH3:6]. The catalyst class is: 2. (6) Reactant: [C:1]([C:5]1[CH:6]=[C:7]([N+:18]([O-])=O)[C:8]([O:16][CH3:17])=[C:9]([C:11]([CH3:15])([CH3:14])[C:12]#[N:13])[CH:10]=1)([CH3:4])([CH3:3])[CH3:2].[Cl-].[NH4+].O. Product: [NH2:18][C:7]1[C:8]([O:16][CH3:17])=[C:9]([C:11]([CH3:15])([CH3:14])[C:12]#[N:13])[CH:10]=[C:5]([C:1]([CH3:4])([CH3:2])[CH3:3])[CH:6]=1. The catalyst class is: 186.